This data is from Catalyst prediction with 721,799 reactions and 888 catalyst types from USPTO. The task is: Predict which catalyst facilitates the given reaction. (1) Reactant: Cl.[NH2:2][CH2:3][CH2:4][SH:5].C(N(CC)CC)C.C/C(/O[Si](C)(C)C)=N\[Si](C)(C)C.[C:25](Cl)([C:38]1[CH:43]=[CH:42][CH:41]=[CH:40][CH:39]=1)([C:32]1[CH:37]=[CH:36][CH:35]=[CH:34][CH:33]=1)[C:26]1[CH:31]=[CH:30][CH:29]=[CH:28][CH:27]=1. Product: [C:25]([S:5][CH2:4][CH2:3][NH2:2])([C:26]1[CH:31]=[CH:30][CH:29]=[CH:28][CH:27]=1)([C:38]1[CH:39]=[CH:40][CH:41]=[CH:42][CH:43]=1)[C:32]1[CH:33]=[CH:34][CH:35]=[CH:36][CH:37]=1. The catalyst class is: 4. (2) Reactant: Cl[C:2]1[CH:27]=[CH:26][C:5]([C:6]([NH:8][C:9]2[S:10][C:11]3[C:17]([N:18]4[CH2:23][CH2:22][O:21][CH2:20][CH2:19]4)=[CH:16][CH:15]=[C:14]([O:24][CH3:25])[C:12]=3[N:13]=2)=[O:7])=[CH:4][N:3]=1.[H-].[Na+].[CH3:30][O:31][CH2:32][CH2:33][OH:34]. Product: [CH3:30][O:31][CH2:32][CH2:33][O:34][C:2]1[CH:27]=[CH:26][C:5]([C:6]([NH:8][C:9]2[S:10][C:11]3[C:17]([N:18]4[CH2:23][CH2:22][O:21][CH2:20][CH2:19]4)=[CH:16][CH:15]=[C:14]([O:24][CH3:25])[C:12]=3[N:13]=2)=[O:7])=[CH:4][N:3]=1. The catalyst class is: 887. (3) The catalyst class is: 1. Reactant: [CH2:1]([N:3]1[CH:7]=[C:6]([C:8]2[CH:13]=[CH:12][N:11]=[C:10]3[NH:14][C:15]([C:17]4[CH:22]=[CH:21][C:20]([CH2:23][N:24]5[CH2:28][CH2:27][CH2:26][CH2:25]5)=[CH:19][CH:18]=4)=[CH:16][C:9]=23)[C:5]([C:29]2[CH:35]=[CH:34][C:32]([NH2:33])=[CH:31][CH:30]=2)=[N:4]1)[CH3:2].Cl[C:37](OC1C=CC([N+]([O-])=O)=CC=1)=[O:38].[CH2:49]([NH:51][CH2:52][CH3:53])[CH3:50]. Product: [CH2:49]([N:51]([CH2:52][CH3:53])[C:37]([NH:33][C:32]1[CH:31]=[CH:30][C:29]([C:5]2[C:6]([C:8]3[CH:13]=[CH:12][N:11]=[C:10]4[NH:14][C:15]([C:17]5[CH:18]=[CH:19][C:20]([CH2:23][N:24]6[CH2:28][CH2:27][CH2:26][CH2:25]6)=[CH:21][CH:22]=5)=[CH:16][C:9]=34)=[CH:7][N:3]([CH2:1][CH3:2])[N:4]=2)=[CH:35][CH:34]=1)=[O:38])[CH3:50].